From a dataset of Full USPTO retrosynthesis dataset with 1.9M reactions from patents (1976-2016). Predict the reactants needed to synthesize the given product. (1) Given the product [F:3][C:4]1[CH:9]=[C:8]([C:10]2[N:15]=[C:14]3[N:16]([CH2:19][C:20]4[CH:21]=[C:22]5[C:27](=[CH:28][CH:29]=4)[N:26]=[CH:25][CH:24]=[CH:23]5)[N:17]=[N:18][C:13]3=[CH:12][CH:11]=2)[CH:7]=[CH:6][C:5]=1[CH2:30][O:31][CH3:32], predict the reactants needed to synthesize it. The reactants are: [H-].[Na+].[F:3][C:4]1[CH:9]=[C:8]([C:10]2[N:15]=[C:14]3[N:16]([CH2:19][C:20]4[CH:21]=[C:22]5[C:27](=[CH:28][CH:29]=4)[N:26]=[CH:25][CH:24]=[CH:23]5)[N:17]=[N:18][C:13]3=[CH:12][CH:11]=2)[CH:7]=[CH:6][C:5]=1[CH2:30][OH:31].[CH3:32]I. (2) Given the product [C:18]([C:17]1[CH:13]([C:5]2[CH:6]=[CH:7][CH:8]=[C:9]3[C:4]=2[O:3][C:2]([CH3:1])=[CH:11][C:10]3=[O:12])[C:24]([C:25]([O:27][CH2:28][CH3:29])=[O:26])=[C:23]([CH3:30])[NH:22][C:16]=1[CH3:15])(=[O:20])[CH3:19], predict the reactants needed to synthesize it. The reactants are: [CH3:1][C:2]1[O:3][C:4]2[C:9]([C:10](=[O:12])[CH:11]=1)=[CH:8][CH:7]=[CH:6][C:5]=2[CH:13]=O.[CH3:15][C:16](=O)[CH2:17][C:18](=[O:20])[CH3:19].[NH2:22]/[C:23](/[CH3:30])=[CH:24]\[C:25]([O:27][CH2:28][CH3:29])=[O:26].C(O)(=O)C.